Predict the product of the given reaction. From a dataset of Forward reaction prediction with 1.9M reactions from USPTO patents (1976-2016). The product is: [Cl:37][C:31]1[CH:32]=[CH:33][C:34]([Cl:36])=[CH:35][C:30]=1[N:16]1[C:17](=[O:18])[C:19]2[C@@H:20]3[C:26]([CH3:27])([CH3:28])[C@@:23]([CH3:29])([CH2:22][CH2:21]3)[C:24]=2[NH:15]1. Given the reactants FC(F)(F)C(O)=O.C(OC([NH:15][N:16]([C:30]1[CH:35]=[C:34]([Cl:36])[CH:33]=[CH:32][C:31]=1[Cl:37])[C:17]([CH:19]1[C:24](=O)[C@@:23]2([CH3:29])[C:26]([CH3:28])([CH3:27])[C@@H:20]1[CH2:21][CH2:22]2)=[O:18])=O)(C)(C)C, predict the reaction product.